The task is: Predict the product of the given reaction.. This data is from Forward reaction prediction with 1.9M reactions from USPTO patents (1976-2016). (1) Given the reactants [Br:1][C:2]1[CH:3]=[C:4]([OH:9])[CH:5]=[CH:6][C:7]=1[F:8].[O:10]1[CH:15]=[CH:14][CH2:13][CH2:12][CH2:11]1.C1(C)C=CC(S([O-])(=O)=O)=CC=1.[NH+]1C=CC=CC=1.O, predict the reaction product. The product is: [Br:1][C:2]1[CH:3]=[C:4]([CH:5]=[CH:6][C:7]=1[F:8])[O:9][CH:11]1[CH2:12][CH2:13][CH2:14][CH2:15][O:10]1. (2) Given the reactants [C:1]1([C:7]2[CH:8]=[C:9]([C:16](Cl)=[O:17])[S:10][C:11]=2[C:12]([F:15])([F:14])[F:13])[CH:6]=[CH:5][CH:4]=[CH:3][CH:2]=1.[CH3:19][N:20]1[C:24]([NH2:25])=[CH:23][C:22]([CH3:26])=[N:21]1.N1C=CC=CC=1, predict the reaction product. The product is: [CH3:19][N:20]1[C:24]([NH:25][C:16]([C:9]2[S:10][C:11]([C:12]([F:15])([F:14])[F:13])=[C:7]([C:1]3[CH:6]=[CH:5][CH:4]=[CH:3][CH:2]=3)[CH:8]=2)=[O:17])=[CH:23][C:22]([CH3:26])=[N:21]1.